Predict the product of the given reaction. From a dataset of Forward reaction prediction with 1.9M reactions from USPTO patents (1976-2016). (1) Given the reactants [OH:1][C:2]1[CH:8]=[C:7]([N+:9]([O-:11])=[O:10])[CH:6]=[CH:5][C:3]=1[NH2:4].[Cl:12][C:13]1[CH:18]=[CH:17][CH:16]=[C:15]([CH3:19])[C:14]=1[N:20]=[C:21]=[O:22], predict the reaction product. The product is: [OH:1][C:2]1[CH:8]=[C:7]([N+:9]([O-:11])=[O:10])[CH:6]=[CH:5][C:3]=1[NH:4][C:21]([NH:20][C:14]1[C:15]([CH3:19])=[CH:16][CH:17]=[CH:18][C:13]=1[Cl:12])=[O:22]. (2) The product is: [F:14][C:7]1[CH:8]=[C:9]2[C:4](=[CH:5][C:6]=1[F:15])[N:3]=[CH:2][C:11]([CH:12]=[O:13])=[CH:10]2. Given the reactants Cl[C:2]1[C:11]([CH:12]=[O:13])=[CH:10][C:9]2[C:4](=[CH:5][C:6]([F:15])=[C:7]([F:14])[CH:8]=2)[N:3]=1.C(N(CC)CC)C.O.CCOC(C)=O, predict the reaction product.